Dataset: Forward reaction prediction with 1.9M reactions from USPTO patents (1976-2016). Task: Predict the product of the given reaction. (1) Given the reactants Cl.Cl[CH2:3][CH2:4][N:5]1[CH2:10][CH2:9][O:8][CH2:7][CH2:6]1.[Cl:11][C:12]1[CH:17]=[CH:16][C:15]([C@H:18]2[C@@:20]3([C:28]4[C:23](=[CH:24][CH:25]=[CH:26][CH:27]=4)[NH:22][C:21]3=[O:29])[CH2:19]2)=[CH:14][CH:13]=1, predict the reaction product. The product is: [Cl:11][C:12]1[CH:13]=[CH:14][C:15]([C@H:18]2[C@@:20]3([C:28]4[C:23](=[CH:24][CH:25]=[CH:26][CH:27]=4)[N:22]([CH2:3][CH2:4][N:5]4[CH2:10][CH2:9][O:8][CH2:7][CH2:6]4)[C:21]3=[O:29])[CH2:19]2)=[CH:16][CH:17]=1. (2) Given the reactants [CH3:1][C:2]1[S:3][C:4]2[CH2:5][CH2:6][N:7](C(C3C=CC=CC=3)=O)[C:8]3[CH:15]=[CH:14][CH:13]=[CH:12][C:9]=3[C:10]=2[N:11]=1.C([O-])(O)=O.[Na+], predict the reaction product. The product is: [CH3:1][C:2]1[S:3][C:4]2[CH2:5][CH2:6][NH:7][C:8]3[CH:15]=[CH:14][CH:13]=[CH:12][C:9]=3[C:10]=2[N:11]=1. (3) Given the reactants [C:1]([O:5][C:6]([N:8]1[CH2:13][CH2:12][CH:11]([NH:14][C:15]2[CH:20]=[CH:19][CH:18]=[CH:17][CH:16]=2)[CH2:10][CH2:9]1)=[O:7])([CH3:4])([CH3:3])[CH3:2].[CH3:21][N:22]=[C:23]=[S:24], predict the reaction product. The product is: [C:1]([O:5][C:6]([N:8]1[CH2:9][CH2:10][CH:11]([N:14]([C:15]2[CH:20]=[CH:19][CH:18]=[CH:17][CH:16]=2)[C:23]([NH:22][CH3:21])=[S:24])[CH2:12][CH2:13]1)=[O:7])([CH3:4])([CH3:2])[CH3:3]. (4) Given the reactants [F:1][C:2]1[CH:3]=[CH:4][C:5]([C:8]2[O:12][N:11]=[C:10]([CH2:13][CH2:14][NH:15][C:16](=[O:29])[C:17]3[CH:22]=[C:21]([CH3:23])[CH:20]=[CH:19][C:18]=3[N:24]3[N:28]=[CH:27][CH:26]=[N:25]3)[N:9]=2)=[N:6][CH:7]=1.[CH2:30](I)[CH3:31], predict the reaction product. The product is: [CH2:30]([N:15]([CH2:14][CH2:13][C:10]1[N:9]=[C:8]([C:5]2[CH:4]=[CH:3][C:2]([F:1])=[CH:7][N:6]=2)[O:12][N:11]=1)[C:16](=[O:29])[C:17]1[CH:22]=[C:21]([CH3:23])[CH:20]=[CH:19][C:18]=1[N:24]1[N:28]=[CH:27][CH:26]=[N:25]1)[CH3:31].